The task is: Predict the product of the given reaction.. This data is from Forward reaction prediction with 1.9M reactions from USPTO patents (1976-2016). (1) Given the reactants [CH3:1][C:2]1[CH:7]=[CH:6][N:5]=[C:4]([S:8][CH3:9])[N:3]=1.[F:10][C:11]1[CH:21]=[CH:20][C:14]([C:15](OCC)=[O:16])=[CH:13][CH:12]=1.C[Si]([N-][Si](C)(C)C)(C)C.[Li+], predict the reaction product. The product is: [F:10][C:11]1[CH:21]=[CH:20][C:14]([C:15](=[O:16])[CH2:1][C:2]2[CH:7]=[CH:6][N:5]=[C:4]([S:8][CH3:9])[N:3]=2)=[CH:13][CH:12]=1. (2) Given the reactants [Br:1][C:2]1[CH:3]=[C:4]([C:10]2[CH:15]=[CH:14][C:13]([F:16])=[CH:12][CH:11]=2)[CH:5]=[C:6]([CH2:8]Br)[CH:7]=1.[OH:17][CH2:18][C:19]1([C:32]2[CH:37]=[CH:36][CH:35]=[CH:34][CH:33]=2)[CH2:24][CH2:23][N:22]([C:25]([O:27][C:28]([CH3:31])([CH3:30])[CH3:29])=[O:26])[CH2:21][CH2:20]1.[H-].[Na+], predict the reaction product. The product is: [Br:1][C:2]1[CH:7]=[C:6]([CH2:8][O:17][CH2:18][C:19]2([C:32]3[CH:33]=[CH:34][CH:35]=[CH:36][CH:37]=3)[CH2:24][CH2:23][N:22]([C:25]([O:27][C:28]([CH3:30])([CH3:31])[CH3:29])=[O:26])[CH2:21][CH2:20]2)[CH:5]=[C:4]([C:10]2[CH:15]=[CH:14][C:13]([F:16])=[CH:12][CH:11]=2)[CH:3]=1. (3) Given the reactants Cl([O-])=O.[Na+].P([O-])(O)(O)=[O:6].[Na+].CC(=CC)C.[C:16]([O:20][C:21]([N:23]1[CH2:27][CH2:26][C:25]([O:32][C:33]2[CH:38]=[CH:37][CH:36]=[CH:35][C:34]=2[CH:39]=[O:40])([C:28]([F:31])([F:30])[F:29])[CH2:24]1)=[O:22])([CH3:19])([CH3:18])[CH3:17], predict the reaction product. The product is: [C:16]([O:20][C:21]([N:23]1[CH2:27][CH2:26][C:25]([O:32][C:33]2[CH:38]=[CH:37][CH:36]=[CH:35][C:34]=2[C:39]([OH:6])=[O:40])([C:28]([F:29])([F:30])[F:31])[CH2:24]1)=[O:22])([CH3:19])([CH3:17])[CH3:18]. (4) The product is: [CH2:14]1[C:13]2[CH:12]=[CH:11][C:10]([NH:21][C:22](=[O:31])[O:23][CH2:24][C:25]3[CH:30]=[CH:29][CH:28]=[CH:27][CH:26]=3)=[CH:9][C:8]=2[CH2:7][CH2:6][S:32][CH2:15]1. Given the reactants CS(O[CH2:6][CH2:7][C:8]1[CH:9]=[C:10]([NH:21][C:22](=[O:31])[O:23][CH2:24][C:25]2[CH:30]=[CH:29][CH:28]=[CH:27][CH:26]=2)[CH:11]=[CH:12][C:13]=1[CH2:14][CH2:15]OS(C)(=O)=O)(=O)=O.[S-2:32].[Na+].[Na+], predict the reaction product. (5) Given the reactants [NH:1]1[C:5]2[C:6]3[CH:7]=[CH:8][CH:9]=[N:10][C:11]=3[CH:12]=[CH:13][C:4]=2[NH:3][C:2]1=[O:14].[H-].[Na+].Br[CH2:18][CH3:19], predict the reaction product. The product is: [CH2:18]([N:3]1[C:4]2[CH:13]=[CH:12][C:11]3[N:10]=[CH:9][CH:8]=[CH:7][C:6]=3[C:5]=2[NH:1][C:2]1=[O:14])[CH3:19]. (6) The product is: [F:32][C:33]1[CH:47]=[CH:46][C:36]([O:37][C:38]2[CH:45]=[CH:44][C:41]([CH2:42][NH:43][C:4](=[O:6])[C:3]3[CH:7]=[CH:8][CH:9]=[N:10][C:2]=3[NH2:1])=[CH:40][CH:39]=2)=[CH:35][CH:34]=1. Given the reactants [NH2:1][C:2]1[N:10]=[CH:9][CH:8]=[CH:7][C:3]=1[C:4]([OH:6])=O.ON1C2C=CC=CC=2N=N1.CCN=C=NCCCN(C)C.[F:32][C:33]1[CH:47]=[CH:46][C:36]([O:37][C:38]2[CH:45]=[CH:44][C:41]([CH2:42][NH2:43])=[CH:40][CH:39]=2)=[CH:35][CH:34]=1, predict the reaction product. (7) Given the reactants CC1C=C(C)C=C(C)C=1S([O-])(=O)=O.[NH2:14][N:15]1[C:20]([CH3:21])=[CH:19][N:18]=[C:17]([CH3:22])[C:16]1=[NH2+:23].[OH-].[Na+].[Cl:26][CH2:27][C:28](OC)=O, predict the reaction product. The product is: [Cl:26][CH2:27][C:28]1[N:23]=[C:16]2[C:17]([CH3:22])=[N:18][CH:19]=[C:20]([CH3:21])[N:15]2[N:14]=1.